From a dataset of Catalyst prediction with 721,799 reactions and 888 catalyst types from USPTO. Predict which catalyst facilitates the given reaction. (1) Reactant: [OH:1][CH2:2][CH2:3][CH2:4][CH2:5][O:6][CH2:7][C:8]([O:10][C:11]([CH3:14])([CH3:13])[CH3:12])=[O:9].CC(OI1(OC(C)=O)(OC(C)=O)OC(=O)C2C1=CC=CC=2)=O. Product: [O:1]=[CH:2][CH2:3][CH2:4][CH2:5][O:6][CH2:7][C:8]([O:10][C:11]([CH3:14])([CH3:13])[CH3:12])=[O:9]. The catalyst class is: 46. (2) Reactant: [N:1]1([C:7]2[N:8]=[C:9]([CH2:14][C:15]([O-:17])=O)[NH:10][C:11](=[O:13])[CH:12]=2)[CH2:6][CH2:5][O:4][CH2:3][CH2:2]1.[Na+].[Cl:19][C:20]1[C:25]2[O:26][CH2:27][CH:28]=[N:29][C:24]=2[CH:23]=[CH:22][CH:21]=1.Cl.CN(C)CCCN=C=NCC. The catalyst class is: 672. Product: [Cl:19][C:20]1[C:25]2[O:26][CH2:27][CH2:28][N:29]([C:15](=[O:17])[CH2:14][C:9]3[NH:10][C:11](=[O:13])[CH:12]=[C:7]([N:1]4[CH2:2][CH2:3][O:4][CH2:5][CH2:6]4)[N:8]=3)[C:24]=2[CH:23]=[CH:22][CH:21]=1. (3) Reactant: [Br:1][C:2]1[C:7]([C:8]([F:11])([F:10])[F:9])=[CH:6][C:5]([NH:12][CH2:13][C:14]2[CH:19]=[CH:18][CH:17]=[CH:16][N:15]=2)=[CH:4][C:3]=1[C:20]([F:23])([F:22])[F:21].Br.Br[CH2:26][C:27]1[CH:28]=[N:29][CH:30]=[CH:31][CH:32]=1.[H-].[Na+].O. Product: [Br:1][C:2]1[C:3]([C:20]([F:23])([F:21])[F:22])=[CH:4][C:5]([N:12]([CH2:26][C:27]2[CH:28]=[N:29][CH:30]=[CH:31][CH:32]=2)[CH2:13][C:14]2[CH:19]=[CH:18][CH:17]=[CH:16][N:15]=2)=[CH:6][C:7]=1[C:8]([F:10])([F:11])[F:9]. The catalyst class is: 9. (4) Reactant: [C:1]([CH:5]1[CH2:17][CH2:16][C:8]2([O:12][N:11]=[C:10]([C:13]([OH:15])=O)[CH2:9]2)[CH2:7][CH2:6]1)([CH3:4])([CH3:3])[CH3:2].N[CH2:19][C:20]1[CH:25]=CC(NS(C)(=O)=O)=C(F)[CH:21]=1.CN1CCOCC1.F[P-](F)(F)(F)(F)F.[N:46]1(OC(N(C)C)=[N+](C)C)[C:50]2[CH:51]=[CH:52][CH:53]=[CH:54][C:49]=2N=N1. Product: [C:20]([C:53]1[CH:52]=[CH:51][C:50]([NH:46][C:13]([C:10]2[CH2:9][C:8]3([CH2:7][CH2:6][CH:5]([C:1]([CH3:2])([CH3:3])[CH3:4])[CH2:17][CH2:16]3)[O:12][N:11]=2)=[O:15])=[CH:49][CH:54]=1)([CH3:25])([CH3:21])[CH3:19]. The catalyst class is: 3. (5) Reactant: [CH:1]([C:3]1[C:4]([N+:13]([O-:15])=[O:14])=[C:5]([CH:10]=[CH:11][CH:12]=1)[C:6]([O:8][CH3:9])=[O:7])=O.[CH2:16]1[O:27][CH:19]([C:20]2[CH:25]=[CH:24][CH:23]=[C:22]([NH2:26])[CH:21]=2)[O:18][CH2:17]1. Product: [O:18]1[CH2:17][CH2:16][O:27][CH:19]1[C:20]1[CH:21]=[C:22](/[N:26]=[CH:1]/[C:3]2[C:4]([N+:13]([O-:15])=[O:14])=[C:5]([CH:10]=[CH:11][CH:12]=2)[C:6]([O:8][CH3:9])=[O:7])[CH:23]=[CH:24][CH:25]=1. The catalyst class is: 25.